This data is from Full USPTO retrosynthesis dataset with 1.9M reactions from patents (1976-2016). The task is: Predict the reactants needed to synthesize the given product. (1) Given the product [CH3:20][N:21]([CH2:22][C:23]1[S:24][CH:25]=[C:26]([CH3:28])[N:27]=1)[C:3]([C:5]1[CH:6]=[C:7]([CH:11]=[C:12]([N:14]([CH3:19])[S:15]([CH3:18])(=[O:16])=[O:17])[CH:13]=1)[C:8]([OH:10])=[O:9])=[O:4], predict the reactants needed to synthesize it. The reactants are: CO[C:3]([C:5]1[CH:6]=[C:7]([CH:11]=[C:12]([N:14]([CH3:19])[S:15]([CH3:18])(=[O:17])=[O:16])[CH:13]=1)[C:8]([OH:10])=[O:9])=[O:4].[CH3:20][NH:21][CH2:22][C:23]1[S:24][CH:25]=[C:26]([CH3:28])[N:27]=1.C(N(CC)CC)C.F[P-](F)(F)(F)(F)F.N1(O[P+](N(C)C)(N(C)C)N(C)C)C2C=CC=CC=2N=N1. (2) Given the product [S:17]([O:1][CH:2]([CH3:16])[CH2:3][O:4][CH:5]1[CH2:8][N:7]([C:9]([O:11][C:12]([CH3:15])([CH3:14])[CH3:13])=[O:10])[CH2:6]1)([C:20]1[CH:26]=[CH:25][C:23]([CH3:24])=[CH:22][CH:21]=1)(=[O:19])=[O:18], predict the reactants needed to synthesize it. The reactants are: [OH:1][CH:2]([CH3:16])[CH2:3][O:4][CH:5]1[CH2:8][N:7]([C:9]([O:11][C:12]([CH3:15])([CH3:14])[CH3:13])=[O:10])[CH2:6]1.[S:17](Cl)([C:20]1[CH:26]=[CH:25][C:23]([CH3:24])=[CH:22][CH:21]=1)(=[O:19])=[O:18]. (3) Given the product [Br:1][C:2]1[CH:9]=[CH:8][C:5]([CH2:6][O:7][CH2:11][CH2:12][CH2:13][CH2:14][CH2:15][CH2:16][O:17][CH2:18][C:19]2([CH2:23][CH3:24])[CH2:22][O:21][CH2:20]2)=[CH:4][CH:3]=1, predict the reactants needed to synthesize it. The reactants are: [Br:1][C:2]1[CH:9]=[CH:8][C:5]([CH2:6][OH:7])=[CH:4][CH:3]=1.Br[CH2:11][CH2:12][CH2:13][CH2:14][CH2:15][CH2:16][O:17][CH2:18][C:19]1([CH2:23][CH3:24])[CH2:22][O:21][CH2:20]1.[OH-].[Na+].O. (4) Given the product [CH2:3]([O:5][C:6](=[O:15])/[C:7](/[Br:1])=[CH:8]/[CH:9]1[CH2:14][CH2:13][CH2:12][CH2:11][CH2:10]1)[CH3:4], predict the reactants needed to synthesize it. The reactants are: [Br:1]Br.[CH2:3]([O:5][C:6](=[O:15])[CH:7]=[CH:8][CH:9]1[CH2:14][CH2:13][CH2:12][CH2:11][CH2:10]1)[CH3:4].C(N(CC)CC)C.Cl. (5) Given the product [Cl:13][C:14]1[CH:19]=[N:18][CH:17]=[C:16]([CH2:20][Cl:12])[CH:15]=1, predict the reactants needed to synthesize it. The reactants are: C(N(CC)CC)C.CS([Cl:12])(=O)=O.[Cl:13][C:14]1[CH:15]=[C:16]([CH2:20]O)[CH:17]=[N:18][CH:19]=1. (6) Given the product [OH:1][CH:2]1[CH2:7][CH2:6][N:5]([C:8]([N:10]2[CH2:15][CH:14]([C:16]3[CH:21]=[CH:20][C:19]([C:22]([F:24])([F:25])[F:23])=[CH:18][CH:17]=3)[CH2:13][CH:12]([C:26]3[O:28][N:37]=[C:31]([CH2:32][S:33]([CH3:36])(=[O:35])=[O:34])[N:30]=3)[CH2:11]2)=[O:9])[CH2:4][CH2:3]1, predict the reactants needed to synthesize it. The reactants are: [OH:1][CH:2]1[CH2:7][CH2:6][N:5]([C:8]([N:10]2[CH2:15][CH:14]([C:16]3[CH:21]=[CH:20][C:19]([C:22]([F:25])([F:24])[F:23])=[CH:18][CH:17]=3)[CH2:13][CH:12]([C:26]([OH:28])=O)[CH2:11]2)=[O:9])[CH2:4][CH2:3]1.O[N:30]=[C:31]([NH2:37])[CH2:32][S:33]([CH3:36])(=[O:35])=[O:34].